Dataset: Full USPTO retrosynthesis dataset with 1.9M reactions from patents (1976-2016). Task: Predict the reactants needed to synthesize the given product. (1) The reactants are: [CH3:1][C:2]([CH3:12])([CH3:11])[C:3]([O:5][CH2:6][O:7][C:8](Cl)=[O:9])=[O:4].N1C=CC=CC=1.[N+:19]([C:22]1[CH:27]=[CH:26][C:25]([OH:28])=[CH:24][CH:23]=1)([O-:21])=[O:20].O. Given the product [CH3:1][C:2]([CH3:12])([CH3:11])[C:3]([O:5][CH2:6][O:7][C:8]([O:28][C:25]1[CH:26]=[CH:27][C:22]([N+:19]([O-:21])=[O:20])=[CH:23][CH:24]=1)=[O:9])=[O:4], predict the reactants needed to synthesize it. (2) Given the product [CH3:21][C:16]1[CH:15]=[C:14]([N:11]2[C:7]3=[N:8][CH:9]=[N:10][C:5]([NH:29][CH2:28][CH2:27][O:26][CH2:25][CH2:24][O:23][CH3:22])=[C:6]3[CH:13]=[N:12]2)[CH:19]=[C:18]([CH3:20])[CH:17]=1, predict the reactants needed to synthesize it. The reactants are: C(O)C.Cl[C:5]1[N:10]=[CH:9][N:8]=[C:7]2[N:11]([C:14]3[CH:19]=[C:18]([CH3:20])[CH:17]=[C:16]([CH3:21])[CH:15]=3)[N:12]=[CH:13][C:6]=12.[CH3:22][O:23][CH2:24][CH2:25][O:26][CH2:27][CH2:28][NH2:29].C(OC(C)C)(C)C. (3) Given the product [OH:25][CH:24]=[C:23]([C:18]1[CH:19]=[CH:20][CH:21]=[CH:22][C:17]=1[CH2:16][O:15][C:13]1[CH:12]=[C:11]([C:28]([F:31])([F:29])[F:30])[N:10]=[C:9]([O:8][CH:5]([CH3:7])[CH3:6])[N:14]=1)[C:1]([O:3][CH3:4])=[O:2], predict the reactants needed to synthesize it. The reactants are: [CH:1]([O:3][CH3:4])=[O:2].[CH:5]([O:8][C:9]1[N:14]=[C:13]([O:15][CH2:16][C:17]2[CH:22]=[CH:21][CH:20]=[CH:19][C:18]=2[CH2:23][C:24](OC)=[O:25])[CH:12]=[C:11]([C:28]([F:31])([F:30])[F:29])[N:10]=1)([CH3:7])[CH3:6].C(N(CC)CC)C.C(O)(=O)C. (4) Given the product [Cl:37][C:38]1[CH:39]=[C:40]([C@@H:45]([C@@H:54]2[CH2:59][CH2:58][CH2:57][N:56]([C:60](=[O:73])[NH:61][C@@H:62]([CH2:66][C@H:67]3[CH2:72][CH2:71][CH2:70][O:69][CH2:68]3)[CH2:63][NH:64][CH3:65])[CH2:55]2)[O:46][CH2:47][CH2:48][NH:49][C:50](=[O:53])[O:51][CH3:52])[CH:41]=[CH:42][CH:43]=1, predict the reactants needed to synthesize it. The reactants are: CNC[C@@H](NC(N1CCC[C@@H]([C@H](C2C=C(C)C=CC=2)OCCNC(=O)OC)C1)=O)CC1CCCOC1.[Cl:37][C:38]1[CH:39]=[C:40]([C@@H:45]([C@@H:54]2[CH2:59][CH2:58][CH2:57][N:56]([C:60](=[O:73])[NH:61][C@@H:62]([CH2:66][C@H:67]3[CH2:72][CH2:71][CH2:70][O:69][CH2:68]3)[CH2:63][NH:64][CH3:65])[CH2:55]2)[O:46][CH2:47][CH2:48][NH:49][C:50](=[O:53])[O:51][CH3:52])[CH:41]=[CH:42][C:43]=1F.ClC1C=C([C@@H]([C@@H]2CCCN(C(=O)N[C@@H](C[C@H]3CCCOC3)CNC)C2)OCCNC(=O)OCC)C=C(F)C=1.ClC1C=CC(C)=C([C@@H]([C@@H]2CCCN(C(=O)N[C@@H](C[C@H]3CCCOC3)CNC)C2)OCCNC(=O)OC)C=1. (5) Given the product [CH2:17]([C@H:24]([NH:41][C:42](=[O:59])[C:43]1[CH:48]=[C:47]([N:49]2[CH2:53][CH2:52][CH2:51][C:50]2=[O:54])[CH:46]=[C:45]([O:55][CH:56]([CH3:58])[CH3:57])[CH:44]=1)[C@@H:25]([OH:40])[CH2:26][C@H:27]([C:29](=[O:39])[NH:30][CH2:31][CH2:32][CH:33]1[CH2:34][CH2:35][CH2:36][CH2:37][CH2:38]1)[CH3:28])[C:18]1[CH:19]=[CH:20][CH:21]=[CH:22][CH:23]=1, predict the reactants needed to synthesize it. The reactants are: OC1C=C(C=C(N2CCCC2=O)C=1)C(O)=O.[CH2:17]([C@H:24]([NH:41][C:42](=[O:59])[C:43]1[CH:48]=[C:47]([N:49]2[CH2:53][CH2:52][CH2:51][C:50]2=[O:54])[CH:46]=[C:45]([O:55][CH:56]([CH3:58])[CH3:57])[CH:44]=1)[C@@H:25]([OH:40])[CH2:26][C@H:27]([C:29](=[O:39])[NH:30][CH2:31][CH2:32][C:33]1[CH2:38][CH2:37][CH2:36][CH2:35][CH:34]=1)[CH3:28])[C:18]1[CH:23]=[CH:22][CH:21]=[CH:20][CH:19]=1.